From a dataset of Catalyst prediction with 721,799 reactions and 888 catalyst types from USPTO. Predict which catalyst facilitates the given reaction. (1) Reactant: [CH3:1][C:2]1[CH:7]=[CH:6][C:5]([S:8]([NH:11][CH2:12][CH2:13][C:14]2[CH:15]=[CH:16][CH:17]=[C:18]3[C:22]=2[CH2:21][C:20]([CH3:23])=[CH:19]3)(=[O:10])=[O:9])=[CH:4][CH:3]=1.C([O-])([O-])=O.[Cs+].[Cs+].[CH:30](I)([CH3:32])[CH3:31]. Product: [CH:30]([N:11]([CH2:12][CH2:13][C:14]1[CH:15]=[CH:16][CH2:17][C:18]2[C:22]=1[CH:21]=[C:20]([CH3:23])[CH:19]=2)[S:8]([C:5]1[CH:4]=[CH:3][C:2]([CH3:1])=[CH:7][CH:6]=1)(=[O:10])=[O:9])([CH3:32])[CH3:31]. The catalyst class is: 3. (2) Reactant: [NH:1]1[CH2:6][CH2:5][CH2:4][CH2:3][CH2:2]1.[C:7]1([C:13]([C:21]2[CH:26]=[CH:25][CH:24]=[CH:23][CH:22]=2)([C:15]2[CH:20]=[CH:19][CH:18]=[CH:17][CH:16]=2)Cl)[CH:12]=[CH:11][CH:10]=[CH:9][CH:8]=1.C(=O)([O-])[O-].[K+].[K+].C(=O)([O-])O.[Na+]. Product: [C:7]1([C:13]([C:15]2[CH:16]=[CH:17][CH:18]=[CH:19][CH:20]=2)([C:21]2[CH:22]=[CH:23][CH:24]=[CH:25][CH:26]=2)[N:1]2[CH2:6][CH2:5][CH2:4][CH2:3][CH2:2]2)[CH:8]=[CH:9][CH:10]=[CH:11][CH:12]=1. The catalyst class is: 10.